From a dataset of Peptide-MHC class II binding affinity with 134,281 pairs from IEDB. Regression. Given a peptide amino acid sequence and an MHC pseudo amino acid sequence, predict their binding affinity value. This is MHC class II binding data. The peptide sequence is YAAQGYKVLVLNPSVAATHHHHHH. The MHC is DRB1_1501 with pseudo-sequence DRB1_1501. The binding affinity (normalized) is 0.936.